Dataset: Catalyst prediction with 721,799 reactions and 888 catalyst types from USPTO. Task: Predict which catalyst facilitates the given reaction. (1) Reactant: [Br:1]/[CH:2]=[C:3]1\[CH2:4][CH2:5][CH2:6][C@@:7]2([CH3:15])[C@H:11]\1[CH2:10][CH2:9][C@@H:8]2[C:12](=[O:14])[CH3:13].C([BH-](C(CC)C)C(CC)C)(CC)C.[Li+].[OH-].[Na+].OO. Product: [Br:1]/[CH:2]=[C:3]1\[CH2:4][CH2:5][CH2:6][C@@:7]2([CH3:15])[C@H:11]\1[CH2:10][CH2:9][C@@H:8]2[C@H:12]([OH:14])[CH3:13]. The catalyst class is: 83. (2) Reactant: [CH3:1][C:2]1[C:10]([N+:11]([O-:13])=[O:12])=[CH:9][C:8]([C:14]([F:17])([F:16])[F:15])=[CH:7][C:3]=1[C:4]([OH:6])=[O:5].[C:18](=O)([O-])[O-].[K+].[K+].CI. Product: [CH3:1][C:2]1[C:10]([N+:11]([O-:13])=[O:12])=[CH:9][C:8]([C:14]([F:15])([F:16])[F:17])=[CH:7][C:3]=1[C:4]([O:6][CH3:18])=[O:5]. The catalyst class is: 3. (3) The catalyst class is: 6. Reactant: [CH3:1][O:2][C:3](=[O:77])/[CH:4]=[CH:5]\[CH:6]=[CH:7]\[C@H:8]([CH3:76])[C@@H:9]([O:68][Si:69]([C:72]([CH3:75])([CH3:74])[CH3:73])([CH3:71])[CH3:70])[CH2:10][C@H:11]([O:60][Si:61]([C:64]([CH3:67])([CH3:66])[CH3:65])([CH3:63])[CH3:62])/[CH:12]=[CH:13]\[C@H:14]([CH3:59])[C@H:15]([O:51][Si:52]([C:55]([CH3:58])([CH3:57])[CH3:56])([CH3:54])[CH3:53])[C@H:16]([CH3:50])[CH2:17][C@@H:18]([CH3:49])[CH2:19][CH2:20][C@@H:21]([O:41][Si:42]([C:45]([CH3:48])([CH3:47])[CH3:46])([CH3:44])[CH3:43])[C@H:22]([CH3:40])[C@@H:23]([O:30]CC1C=CC(OC)=CC=1)[C@@H:24]([CH3:29])/[CH:25]=[CH:26]\[CH:27]=[CH2:28].C(Cl)Cl.C(C1C(=O)C(Cl)=C(Cl)C(=O)C=1C#N)#N. Product: [CH3:1][O:2][C:3](=[O:77])/[CH:4]=[CH:5]\[CH:6]=[CH:7]\[C@H:8]([CH3:76])[C@@H:9]([O:68][Si:69]([C:72]([CH3:75])([CH3:74])[CH3:73])([CH3:70])[CH3:71])[CH2:10][C@H:11]([O:60][Si:61]([C:64]([CH3:67])([CH3:66])[CH3:65])([CH3:62])[CH3:63])/[CH:12]=[CH:13]\[C@H:14]([CH3:59])[C@H:15]([O:51][Si:52]([C:55]([CH3:56])([CH3:57])[CH3:58])([CH3:54])[CH3:53])[C@H:16]([CH3:50])[CH2:17][C@@H:18]([CH3:49])[CH2:19][CH2:20][C@@H:21]([O:41][Si:42]([C:45]([CH3:46])([CH3:47])[CH3:48])([CH3:43])[CH3:44])[C@H:22]([CH3:40])[C@@H:23]([OH:30])[C@@H:24]([CH3:29])/[CH:25]=[CH:26]\[CH:27]=[CH2:28]. (4) Reactant: [Br:1][C:2]1[CH:3]=[C:4]([CH:10]([C:12]2[CH:17]=[CH:16][C:15]([C:18]#[C:19][Si:20]([CH:27]([CH3:29])[CH3:28])([CH:24]([CH3:26])[CH3:25])[CH:21]([CH3:23])[CH3:22])=[CH:14][CH:13]=2)O)[CH:5]=[CH:6][C:7]=1[O:8][CH3:9].C([SiH](CC)CC)C.FC(F)(F)C(O)=O. Product: [Br:1][C:2]1[CH:3]=[C:4]([CH:5]=[CH:6][C:7]=1[O:8][CH3:9])[CH2:10][C:12]1[CH:13]=[CH:14][C:15]([C:18]#[C:19][Si:20]([CH:27]([CH3:28])[CH3:29])([CH:24]([CH3:26])[CH3:25])[CH:21]([CH3:22])[CH3:23])=[CH:16][CH:17]=1. The catalyst class is: 4. (5) Reactant: [C:1]1([S:7]([N:10]2[C:14]3[N:15]=[N:16][C:17]([CH2:19][CH2:20][CH2:21][CH2:22][N:23]4[CH:27]=[C:26]([C:28]([O:30][CH3:31])=[O:29])[N:25]=[N:24]4)=[CH:18][C:13]=3[CH:12]=[CH:11]2)(=[O:9])=[O:8])[CH:6]=[CH:5][CH:4]=[CH:3][CH:2]=1.[Br:32]Br. Product: [Br:32][C:12]1[C:13]2[CH:18]=[C:17]([CH2:19][CH2:20][CH2:21][CH2:22][N:23]3[CH:27]=[C:26]([C:28]([O:30][CH3:31])=[O:29])[N:25]=[N:24]3)[N:16]=[N:15][C:14]=2[N:10]([S:7]([C:1]2[CH:6]=[CH:5][CH:4]=[CH:3][CH:2]=2)(=[O:9])=[O:8])[CH:11]=1. The catalyst class is: 2. (6) Reactant: [N:1]1([C:7]2[CH:12]=[CH:11][C:10]([OH:13])=[CH:9][CH:8]=2)[CH2:6][CH2:5][NH:4][CH2:3][CH2:2]1.[C:14]([OH:17])(=O)[CH3:15].Cl[C:19]1[N:20]=C(NC2C=C(C=CC=2)C(O)=O)C2[S:27][CH2:26][CH2:25][C:23]=2[N:24]=1. Product: [OH:13][C:10]1[CH:9]=[CH:8][C:7]([N:1]2[CH2:2][CH2:3][N:4]([C:19]3[N:20]=[C:14]([OH:17])[C:15]4[S:27][CH2:26][CH2:25][C:23]=4[N:24]=3)[CH2:5][CH2:6]2)=[CH:12][CH:11]=1. The catalyst class is: 6.